This data is from Reaction yield outcomes from USPTO patents with 853,638 reactions. The task is: Predict the reaction yield, written as a fraction of the theoretical maximum amount of product (1.0 means a 100% yield; for example, 0.34 means a 34% yield). (1) The reactants are [CH:1]1([C:5]2[CH:10]=[CH:9][C:8]([C:11]3[N:12]=[CH:13][C:14]([NH2:17])=[N:15][CH:16]=3)=[C:7]([F:18])[C:6]=2[O:19][CH2:20][CH:21]2[CH2:23][O:22]2)[CH2:4][CH2:3][CH2:2]1.C([O-])([O-])=O.[Cs+].[Cs+].[NH:30]1[CH:35]=[CH:34][CH:33]=[CH:32][C:31]1=[O:36]. The catalyst is CN(C=O)C. The product is [NH2:17][C:14]1[N:15]=[CH:16][C:11]([C:8]2[C:7]([F:18])=[C:6]([C:5]([CH:1]3[CH2:4][CH2:3][CH2:2]3)=[CH:10][CH:9]=2)[O:19][CH2:20][CH:21]([OH:22])[CH2:23][N:30]2[CH:35]=[CH:34][CH:33]=[CH:32][C:31]2=[O:36])=[N:12][CH:13]=1. The yield is 0.850. (2) The reactants are Br[CH2:2][CH2:3][CH2:4][OH:5].[Cl:6][C:7]1[CH:12]=[C:11]([O:13][CH2:14][CH:15]=[C:16]([Cl:18])[Cl:17])[CH:10]=[C:9]([Cl:19])[C:8]=1[OH:20].[OH-].[Na+].S(=O)(=O)(O)O. The catalyst is [Cl-].C([N+]1C=CC=CC=1)CCCCCCCCCCC.C1(C)C=CC=CC=1.O. The product is [Cl:6][C:7]1[CH:12]=[C:11]([O:13][CH2:14][CH:15]=[C:16]([Cl:18])[Cl:17])[CH:10]=[C:9]([Cl:19])[C:8]=1[O:20][CH2:2][CH2:3][CH2:4][OH:5]. The yield is 0.890.